Dataset: Peptide-MHC class II binding affinity with 134,281 pairs from IEDB. Task: Regression. Given a peptide amino acid sequence and an MHC pseudo amino acid sequence, predict their binding affinity value. This is MHC class II binding data. (1) The peptide sequence is LTSYLGLTQPFLGLC. The MHC is HLA-DQA10201-DQB10303 with pseudo-sequence HLA-DQA10201-DQB10303. The binding affinity (normalized) is 0.706. (2) The peptide sequence is VKQNTLKLATGMRNV. The MHC is DRB1_0404 with pseudo-sequence DRB1_0404. The binding affinity (normalized) is 0.534. (3) The peptide sequence is RTATNIWIDHNSFSN. The MHC is DRB4_0101 with pseudo-sequence DRB4_0103. The binding affinity (normalized) is 0.202. (4) The binding affinity (normalized) is 0.0786. The peptide sequence is DGTYDITKLGAKPDG. The MHC is DRB3_0202 with pseudo-sequence DRB3_0202. (5) The peptide sequence is VIPEGWKADTAYESK. The MHC is HLA-DPA10201-DPB10101 with pseudo-sequence HLA-DPA10201-DPB10101. The binding affinity (normalized) is 0.0638. (6) The peptide sequence is GTEIKYNGEEYLILS. The MHC is DRB1_1101 with pseudo-sequence DRB1_1101. The binding affinity (normalized) is 0. (7) The peptide sequence is IKLVKSSRPDCSEIP. The MHC is HLA-DQA10102-DQB10602 with pseudo-sequence HLA-DQA10102-DQB10602. The binding affinity (normalized) is 0. (8) The peptide sequence is SRSFLKHSLLRTQRL. The MHC is DRB1_0901 with pseudo-sequence DRB1_0901. The binding affinity (normalized) is 0.674. (9) The peptide sequence is KILEPFRKYTAFTIP. The MHC is DRB1_0901 with pseudo-sequence DRB1_0901. The binding affinity (normalized) is 0.454. (10) The peptide sequence is GEKQIVDKIDAAFKI. The MHC is DRB1_1302 with pseudo-sequence DRB1_1302. The binding affinity (normalized) is 0.593.